This data is from Forward reaction prediction with 1.9M reactions from USPTO patents (1976-2016). The task is: Predict the product of the given reaction. (1) The product is: [CH3:3][CH:2]([CH:4]([OH:16])[CH:5]([C:7]1[CH:12]=[CH:11][CH:10]=[CH:9][C:8]=1[NH2:13])[CH3:6])[CH3:1]. Given the reactants [CH3:1][CH:2]([CH:4]([OH:16])[CH:5]([C:7]1[CH:12]=[CH:11][CH:10]=[CH:9][C:8]=1[N+:13]([O-])=O)[CH3:6])[CH3:3], predict the reaction product. (2) Given the reactants CS([C:5]1[N:10]=[CH:9][C:8]([C:11]#[C:12][C:13]2[CH:18]=[CH:17][CH:16]=[CH:15][CH:14]=2)=[CH:7][N:6]=1)(=O)=O.[CH:19]1([OH:26])[CH2:24][CH2:23][CH:22]([OH:25])[CH2:21][CH2:20]1, predict the reaction product. The product is: [C:13]1([C:12]#[C:11][C:8]2[CH:7]=[N:6][C:5]([O:25][CH:22]3[CH2:23][CH2:24][CH:19]([OH:26])[CH2:20][CH2:21]3)=[N:10][CH:9]=2)[CH:18]=[CH:17][CH:16]=[CH:15][CH:14]=1. (3) Given the reactants [CH3:1][C:2]([CH3:23])([CH3:22])[CH2:3][NH:4][C:5]1[CH:10]=[CH:9][N:8]=[C:7]([C:11]2[N:15]3[CH:16]=[C:17]([C:20]#[N:21])[CH:18]=[CH:19][C:14]3=[N:13][CH:12]=2)[N:6]=1.C([O-])(=O)C.[K+].[Br:29]Br.C(=O)([O-])[O-].[Na+].[Na+], predict the reaction product. The product is: [Br:29][C:10]1[C:5]([NH:4][CH2:3][C:2]([CH3:23])([CH3:22])[CH3:1])=[N:6][C:7]([C:11]2[N:15]3[CH:16]=[C:17]([C:20]#[N:21])[CH:18]=[CH:19][C:14]3=[N:13][CH:12]=2)=[N:8][CH:9]=1. (4) Given the reactants [NH2:1][C@@H:2]([CH2:21][S:22]([CH2:25][C:26]1[CH:31]=[CH:30][CH:29]=[CH:28][CH:27]=1)(=[O:24])=[O:23])[C:3]([NH:5][C@H:6]([CH:10]([C:12]1[O:13][C:14]2[CH:20]=[CH:19][CH:18]=[CH:17][C:15]=2[N:16]=1)[OH:11])[CH2:7][CH2:8][CH3:9])=[O:4].[O:32]1[CH2:37][CH2:36][C:35](=O)[CH2:34][CH2:33]1.C([BH3-])#N, predict the reaction product. The product is: [O:13]1[C:14]2[CH:20]=[CH:19][CH:18]=[CH:17][C:15]=2[N:16]=[C:12]1[CH:10]([OH:11])[C@@H:6]([NH:5][C:3](=[O:4])[C@@H:2]([NH:1][CH:35]1[CH2:36][CH2:37][O:32][CH2:33][CH2:34]1)[CH2:21][S:22]([CH2:25][C:26]1[CH:27]=[CH:28][CH:29]=[CH:30][CH:31]=1)(=[O:23])=[O:24])[CH2:7][CH2:8][CH3:9]. (5) Given the reactants [CH2:1]([O:3][C:4]([C:6]1([CH2:19][C:20]2[CH:25]=[CH:24][CH:23]=[CH:22][CH:21]=2)[CH2:11][CH2:10][N:9]([C:12]([O:14][C:15]([CH3:18])([CH3:17])[CH3:16])=[O:13])[CH2:8][CH2:7]1)=[O:5])[CH3:2].[OH-].[Na+].Cl.C(N(C(C)C)CC)(C)C.C(Br)[C:39]1[CH:44]=[CH:43]C=[CH:41][CH:40]=1, predict the reaction product. The product is: [C:15]([O:14][C:12]([N:9]1[CH2:8][CH2:7][C:6]([CH2:19][C:20]2[CH:21]=[CH:22][CH:23]=[CH:24][CH:25]=2)([C:4]([O:3][CH2:1][C:2]2[CH:43]=[CH:44][CH:39]=[CH:40][CH:41]=2)=[O:5])[CH2:11][CH2:10]1)=[O:13])([CH3:18])([CH3:16])[CH3:17]. (6) Given the reactants NC1C=C[C:5]([CH2:8][CH2:9][CH2:10][C:11]([OH:13])=O)=CC=1.C([N:16](CC)CC)C.CN(C1C=CC=CN=1)C.[CH2:30]([OH:34])[CH:31](O)[CH3:32], predict the reaction product. The product is: [C:30]1(=[O:34])[NH:16][C:11](=[O:13])[C:10]2=[CH:9][CH:8]=[CH:5][CH:32]=[C:31]12. (7) Given the reactants [C:1]([C@@H:3]([NH:11]C(=O)OC(C)(C)C)[CH2:4][C:5]1[CH:10]=[CH:9][CH:8]=[CH:7][CH:6]=1)#[N:2].C1(SC)C=CC=CC=1.CS(O)(=O)=O.C(OCC)C, predict the reaction product. The product is: [NH2:11][C@@H:3]([CH2:4][C:5]1[CH:10]=[CH:9][CH:8]=[CH:7][CH:6]=1)[C:1]#[N:2]. (8) Given the reactants Cl.Cl.[CH2:3]1[C@H:8]2[CH2:9][NH:10][CH2:11][CH2:12][N:7]2[CH2:6][CH2:5][O:4]1.[Cl:13][C:14]1[N:19]=[C:18]([N:20]([C:36]([O:38][C:39]([CH3:42])([CH3:41])[CH3:40])=[O:37])[N:21]([C:29]([O:31][C:32]([CH3:35])([CH3:34])[CH3:33])=[O:30])[C:22]([O:24][C:25]([CH3:28])([CH3:27])[CH3:26])=[O:23])[C:17]([F:43])=[C:16](Cl)[N:15]=1.C(N(CC)C(C)C)(C)C, predict the reaction product. The product is: [Cl:13][C:14]1[N:19]=[C:18]([N:20]([C:36]([O:38][C:39]([CH3:42])([CH3:41])[CH3:40])=[O:37])[N:21]([C:22]([O:24][C:25]([CH3:26])([CH3:27])[CH3:28])=[O:23])[C:29]([O:31][C:32]([CH3:33])([CH3:34])[CH3:35])=[O:30])[C:17]([F:43])=[C:16]([N:10]2[CH2:11][CH2:12][N:7]3[C@@H:8]([CH2:3][O:4][CH2:5][CH2:6]3)[CH2:9]2)[N:15]=1.